The task is: Predict the product of the given reaction.. This data is from Forward reaction prediction with 1.9M reactions from USPTO patents (1976-2016). Given the reactants [CH3:1][Si]([N-][Si](C)(C)C)(C)C.[K+].[CH3:11][O:12][CH2:13][O:14][C:15]1[CH:20]=[CH:19][CH:18]=[C:17]([O:21][CH2:22][O:23][CH3:24])[C:16]=1[C:25](=O)[C:26]([O:28][CH2:29][CH3:30])=[O:27], predict the reaction product. The product is: [CH3:11][O:12][CH2:13][O:14][C:15]1[CH:20]=[CH:19][CH:18]=[C:17]([O:21][CH2:22][O:23][CH3:24])[C:16]=1[C:25](=[CH2:1])[C:26]([O:28][CH2:29][CH3:30])=[O:27].